Dataset: Full USPTO retrosynthesis dataset with 1.9M reactions from patents (1976-2016). Task: Predict the reactants needed to synthesize the given product. (1) Given the product [F:3][C:4]1[CH:12]=[CH:11][C:7]([CH2:8][CH2:9][O:10][CH3:14])=[CH:6][CH:5]=1, predict the reactants needed to synthesize it. The reactants are: [H-].[Na+].[F:3][C:4]1[CH:12]=[CH:11][C:7]([CH2:8][CH2:9][OH:10])=[CH:6][CH:5]=1.I[CH3:14].[NH4+].[Cl-]. (2) Given the product [O:1]1[C:5]([C:6]2[C:8]3[CH2:14][CH2:13][CH2:12][C:11]4[CH:15]=[C:16]([N:19]5[CH2:23][C@H:22]([CH2:24][NH:25][C:26](=[O:28])[CH3:27])[O:21][C:20]5=[O:29])[CH:17]=[CH:18][C:10]=4[C:9]=3[NH:33][N:32]=2)=[CH:4][CH:3]=[N:2]1, predict the reactants needed to synthesize it. The reactants are: [O:1]1[C:5]([C:6]([CH:8]2[CH2:14][CH2:13][CH2:12][C:11]3[CH:15]=[C:16]([N:19]4[CH2:23][C@H:22]([CH2:24][NH:25][C:26](=[O:28])[CH3:27])[O:21][C:20]4=[O:29])[CH:17]=[CH:18][C:10]=3[C:9]2=O)=O)=[CH:4][CH:3]=[N:2]1.O.[NH2:32][NH2:33]. (3) Given the product [C:29]([C:28]1[CH:35]=[CH:36][C:25]([C:24]([NH:23][C@@:13]2([C:4]3[CH:5]=[CH:6][C:7]([O:8][C:9]([F:10])([F:12])[F:11])=[C:2]([F:1])[CH:3]=3)[C:18]3=[N:19][CH:20]=[CH:21][CH:22]=[C:17]3[O:16][CH2:15][CH2:14]2)=[O:37])=[CH:26][CH:27]=1)(=[O:30])[CH3:38], predict the reactants needed to synthesize it. The reactants are: [F:1][C:2]1[CH:3]=[C:4]([C@:13]2([NH:23][C:24](=[O:37])[C:25]3[CH:36]=[CH:35][C:28]([C:29](N(OC)C)=[O:30])=[CH:27][CH:26]=3)[C:18]3=[N:19][CH:20]=[CH:21][CH:22]=[C:17]3[O:16][CH2:15][CH2:14]2)[CH:5]=[CH:6][C:7]=1[O:8][C:9]([F:12])([F:11])[F:10].[CH3:38][Mg]Br. (4) Given the product [F:9][C:10]1[C:15]([I:19])=[CH:14][C:13]([CH:16]([CH3:18])[CH3:17])=[CH:12][N:11]=1, predict the reactants needed to synthesize it. The reactants are: C([N-]C(C)C)(C)C.[Li+].[F:9][C:10]1[CH:15]=[CH:14][C:13]([CH:16]([CH3:18])[CH3:17])=[CH:12][N:11]=1.[I:19]I.O. (5) Given the product [CH2:17]([CH:16]1[C:15]2[CH:24]=[N:23][CH:22]=[CH:21][C:20]=2[C:19](=[O:26])[O:27]1)[CH3:18], predict the reactants needed to synthesize it. The reactants are: CC1(C)CCCC(C)(C)N1.C(=O)=O.[Li][CH2:15][CH2:16][CH2:17][CH3:18].[C:19]([OH:27])(=[O:26])[C:20]1C=[CH:24][N:23]=[CH:22][CH:21]=1.C(=O)CC.